The task is: Binary Classification. Given a drug SMILES string, predict its activity (active/inactive) in a high-throughput screening assay against a specified biological target.. This data is from Serine/threonine kinase 33 screen with 319,792 compounds. (1) The molecule is O1C(CN(CC2CC2)C(=O)CCc2oc(nn2)Cc2cc(ccc2)C)CCC1. The result is 0 (inactive). (2) The molecule is O(c1c2CCN(C(=O)c2ccc1)CC)CC(=O)N1CCc2c1cccc2. The result is 0 (inactive). (3) The drug is O=C1N(c2n(nc(n2)NC(=O)c2ccc(OC)cc2)c2ccccc2)C(=O)c2c1cccc2. The result is 0 (inactive). (4) The compound is O(C(=O)c1cc(NC(=O)c2c(O)[nH]c(=O)[nH]c2=O)ccc1)CC. The result is 0 (inactive). (5) The compound is S(=O)(=O)(NCC(N1CCN(CC1)c1ccc(F)cc1)c1cccnc1)c1c(F)ccc(F)c1. The result is 0 (inactive). (6) The molecule is O=C(Nc1c(cc(cc1)C)C(O)=O)c1cc(C(=O)Nc2c(cc(cc2)C)C(O)=O)ccc1. The result is 1 (active). (7) The molecule is n12ncnc2nc(c(c1Nc1c(cccc1)C)C)C. The result is 0 (inactive). (8) The compound is O=C(N\N=C(/c1n(ccn1)C)c1cc([N+]([O-])=O)ccc1)c1ccc(O)cc1. The result is 0 (inactive).